This data is from Forward reaction prediction with 1.9M reactions from USPTO patents (1976-2016). The task is: Predict the product of the given reaction. (1) The product is: [ClH:37].[ClH:37].[CH:1]1([NH:4][C:5](=[O:36])[C:6]2[CH:11]=[C:10]([N:12]3[CH:17]=[CH:16][N:15]=[C:14]([NH:18][C:19]4([C:22]5[CH:27]=[CH:26][CH:25]=[CH:24][C:23]=5[O:28][CH2:29][CH2:30][NH:31][CH3:32])[CH2:21][CH2:20]4)[C:13]3=[O:33])[C:9]([CH3:34])=[C:8]([F:35])[CH:7]=2)[CH2:3][CH2:2]1. Given the reactants [CH:1]1([NH:4][C:5](=[O:36])[C:6]2[CH:11]=[C:10]([N:12]3[CH:17]=[CH:16][N:15]=[C:14]([NH:18][C:19]4([C:22]5[CH:27]=[CH:26][CH:25]=[CH:24][C:23]=5[O:28][CH2:29][CH2:30][NH:31][CH3:32])[CH2:21][CH2:20]4)[C:13]3=[O:33])[C:9]([CH3:34])=[C:8]([F:35])[CH:7]=2)[CH2:3][CH2:2]1.[ClH:37], predict the reaction product. (2) Given the reactants [NH2:1][C:2]1[N:34]=[C:5]2[C:6]([C:24]3[CH:29]=[CH:28][CH:27]=[C:26]([C:30]([F:33])([F:32])[F:31])[CH:25]=3)=[C:7]([CH3:23])[C:8]([C:10]3[N:14]([C:15]4[CH:22]=[CH:21][C:18]([C:19]#[N:20])=[CH:17][CH:16]=4)[N:13]=[CH:12][CH:11]=3)=[CH:9][N:4]2[N:3]=1.CCN(C(C)C)C(C)C.[Cl:44][CH2:45][C:46](Cl)=[O:47], predict the reaction product. The product is: [Cl:44][CH2:45][C:46]([NH:1][C:2]1[N:34]=[C:5]2[C:6]([C:24]3[CH:29]=[CH:28][CH:27]=[C:26]([C:30]([F:32])([F:33])[F:31])[CH:25]=3)=[C:7]([CH3:23])[C:8]([C:10]3[N:14]([C:15]4[CH:16]=[CH:17][C:18]([C:19]#[N:20])=[CH:21][CH:22]=4)[N:13]=[CH:12][CH:11]=3)=[CH:9][N:4]2[N:3]=1)=[O:47]. (3) Given the reactants FC(F)(F)C(O)=O.[CH:8]([N:11]1[C:15]([C:16]2[N:25]=[C:24]3[N:18]([CH2:19][CH2:20][O:21][C:22]4[CH:29]=[C:28]([CH:30]5[CH2:35][CH2:34][NH:33][CH2:32][CH2:31]5)[CH:27]=[CH:26][C:23]=43)[CH:17]=2)=[N:14][CH:13]=[N:12]1)([CH3:10])[CH3:9].C(=O)([O-])[O-].[K+].[K+].Br[CH2:43][CH2:44][O:45][CH:46]1[CH2:51][CH2:50][CH2:49][CH2:48][O:47]1, predict the reaction product. The product is: [CH:8]([N:11]1[C:15]([C:16]2[N:25]=[C:24]3[N:18]([CH2:19][CH2:20][O:21][C:22]4[CH:29]=[C:28]([CH:30]5[CH2:35][CH2:34][N:33]([CH2:43][CH2:44][O:45][CH:46]6[CH2:51][CH2:50][CH2:49][CH2:48][O:47]6)[CH2:32][CH2:31]5)[CH:27]=[CH:26][C:23]=43)[CH:17]=2)=[N:14][CH:13]=[N:12]1)([CH3:10])[CH3:9]. (4) Given the reactants CN(C)/[CH:3]=[CH:4]/[C:5]([C:7]1[N:12]=[C:11]([C:13]#[N:14])[C:10]([N:15]2[CH2:19][CH2:18][C@H:17]([OH:20])[CH2:16]2)=[CH:9][CH:8]=1)=O.[N:22]1([C:28]2[CH:33]=[CH:32][C:31]([NH:34][C:35]([NH2:37])=[NH:36])=[CH:30][CH:29]=2)[CH2:27][CH2:26][O:25][CH2:24][CH2:23]1, predict the reaction product. The product is: [OH:20][C@H:17]1[CH2:18][CH2:19][N:15]([C:10]2[C:11]([C:13]#[N:14])=[N:12][C:7]([C:5]3[CH:4]=[CH:3][N:37]=[C:35]([NH:34][C:31]4[CH:30]=[CH:29][C:28]([N:22]5[CH2:27][CH2:26][O:25][CH2:24][CH2:23]5)=[CH:33][CH:32]=4)[N:36]=3)=[CH:8][CH:9]=2)[CH2:16]1. (5) Given the reactants [CH3:1][O:2][C:3]1[CH:4]=[C:5]([CH:8]=[CH:9][C:10]=1[N:11]1[CH:15]=[C:14]([CH3:16])[N:13]=[CH:12]1)[CH:6]=O.[C:17]([O:21][C:22](=[O:42])[CH:23](P(OCC)(OCC)=O)[CH2:24][CH2:25][O:26][Si:27]([C:30]([CH3:33])([CH3:32])[CH3:31])([CH3:29])[CH3:28])([CH3:20])([CH3:19])[CH3:18].O.[OH-].[Li+].O, predict the reaction product. The product is: [C:17]([O:21][C:22](=[O:42])/[C:23](=[CH:6]/[C:5]1[CH:8]=[CH:9][C:10]([N:11]2[CH:15]=[C:14]([CH3:16])[N:13]=[CH:12]2)=[C:3]([O:2][CH3:1])[CH:4]=1)/[CH2:24][CH2:25][O:26][Si:27]([C:30]([CH3:33])([CH3:32])[CH3:31])([CH3:28])[CH3:29])([CH3:18])([CH3:20])[CH3:19]. (6) Given the reactants C([C@H]1COC(=O)N1[C:14](=[O:49])[CH2:15][C@@H:16]([C:22]1[CH:48]=[CH:47][C:25]([O:26][CH2:27][C:28]2[CH:29]=[C:30]([NH:34][C:35](=[O:46])[C:36]3[CH:41]=[CH:40][C:39]([C:42]([F:45])([F:44])[F:43])=[CH:38][CH:37]=3)[CH:31]=[CH:32][CH:33]=2)=[CH:24][CH:23]=1)[C:17]1[CH:21]=[CH:20][O:19][N:18]=1)C1C=CC=CC=1.[OH:50]O.[Li+].[OH-].Cl, predict the reaction product. The product is: [F:44][C:42]([F:43])([F:45])[C:39]1[CH:40]=[CH:41][C:36]([C:35]([NH:34][C:30]2[CH:29]=[C:28]([CH:33]=[CH:32][CH:31]=2)[CH2:27][O:26][C:25]2[CH:24]=[CH:23][C:22]([C@@H:16]([C:17]3[CH:21]=[CH:20][O:19][N:18]=3)[CH2:15][C:14]([OH:49])=[O:50])=[CH:48][CH:47]=2)=[O:46])=[CH:37][CH:38]=1.